Dataset: Full USPTO retrosynthesis dataset with 1.9M reactions from patents (1976-2016). Task: Predict the reactants needed to synthesize the given product. (1) Given the product [F:54][C:5]1[C:6]([N:37]2[CH2:42][CH2:41][NH:40][C@H:39]([CH2:50][CH:51]([CH3:53])[CH3:52])[CH2:38]2)=[N:7][C:8]([C:9]2[C:17]3[C:12](=[N:13][CH:14]=[CH:15][CH:16]=3)[NH:11][N:10]=2)=[C:3]([CH:4]=1)[C:1]#[N:2], predict the reactants needed to synthesize it. The reactants are: [C:1]([C:3]1[CH:4]=[C:5]([F:54])[C:6]([N:37]2[CH2:42][CH2:41][N:40](C(OC(C)(C)C)=O)[C@H:39]([CH2:50][CH:51]([CH3:53])[CH3:52])[CH2:38]2)=[N:7][C:8]=1[C:9]1[C:17]2[C:12](=[N:13][CH:14]=[CH:15][CH:16]=2)[N:11](C(C2C=CC=CC=2)(C2C=CC=CC=2)C2C=CC=CC=2)[N:10]=1)#[N:2].C([SiH](CC)CC)C.C(O)(C(F)(F)F)=O. (2) Given the product [Cl:12][C:13]1[CH:18]=[C:17]([Cl:19])[CH:16]=[CH:15][C:14]=1[S:20]([NH:1][C:2]1[CH:3]=[CH:4][CH:5]=[C:6]2[C:11]=1[N:10]=[CH:9][CH:8]=[CH:7]2)(=[O:22])=[O:21], predict the reactants needed to synthesize it. The reactants are: [NH2:1][C:2]1[CH:3]=[CH:4][CH:5]=[C:6]2[C:11]=1[N:10]=[CH:9][CH:8]=[CH:7]2.[Cl:12][C:13]1[CH:18]=[C:17]([Cl:19])[CH:16]=[CH:15][C:14]=1[S:20](Cl)(=[O:22])=[O:21].